This data is from Catalyst prediction with 721,799 reactions and 888 catalyst types from USPTO. The task is: Predict which catalyst facilitates the given reaction. (1) Reactant: [N:1]1([C:7]2[CH:12]=[CH:11][C:10]([N:13]3[CH2:18][CH2:17][O:16][CH2:15][C:14]3=[O:19])=[CH:9][CH:8]=2)[CH2:6][CH2:5][NH:4][CH2:3][CH2:2]1.CC1C=CC(S(O[CH2:31][CH2:32][CH2:33][CH2:34][C:35]2[C:43]3[C:38](=[CH:39][CH:40]=[C:41]([C:44]#[N:45])[CH:42]=3)[NH:37][CH:36]=2)(=O)=O)=CC=1.C(=O)([O-])[O-].[K+].[K+].[I-].[K+]. Product: [O:19]=[C:14]1[N:13]([C:10]2[CH:9]=[CH:8][C:7]([N:1]3[CH2:6][CH2:5][N:4]([CH2:31][CH2:32][CH2:33][CH2:34][C:35]4[C:43]5[C:38](=[CH:39][CH:40]=[C:41]([C:44]#[N:45])[CH:42]=5)[NH:37][CH:36]=4)[CH2:3][CH2:2]3)=[CH:12][CH:11]=2)[CH2:18][CH2:17][O:16][CH2:15]1. The catalyst class is: 10. (2) Reactant: CC1C(CS(C2NC3C=CC=CC=3N=2)=O)=NC=CC=1OCC(F)(F)F.[H-].[Na+].[N+:28]([C:31]1[CH:32]=[C:33]([S:37]([CH2:40][CH2:41][O:42][C:43](=[O:81])[CH:44](NC(=O)COC2C=C(C)C(S(Cl)(=O)=O)=C(C)C=2)[CH2:45][CH2:46][C:47]([O:49][CH2:50][CH2:51][S:52]([C:55]2[CH:60]=[CH:59][CH:58]=[C:57]([N+:61]([O-:63])=[O:62])[CH:56]=2)(=[O:54])=[O:53])=[O:48])(=[O:39])=[O:38])[CH:34]=[CH:35][CH:36]=1)([O-:30])=[O:29].O. Product: [N+:61]([C:57]1[CH:56]=[C:55]([S:52]([CH2:51][CH2:50][O:49][C:47](=[O:48])[CH2:46][CH2:45][CH2:44][C:43]([O:42][CH2:41][CH2:40][S:37]([C:33]2[CH:34]=[CH:35][CH:36]=[C:31]([N+:28]([O-:30])=[O:29])[CH:32]=2)(=[O:38])=[O:39])=[O:81])(=[O:54])=[O:53])[CH:60]=[CH:59][CH:58]=1)([O-:63])=[O:62]. The catalyst class is: 2. (3) Reactant: [Br:1][C:2]1[CH:3]=[CH:4][C:5]2[O:14][C:13]3[C:12](=[O:15])[NH:11][C:10]([CH2:16]Cl)=[N:9][C:8]=3[C:6]=2[CH:7]=1.[C:18]1([OH:24])[CH:23]=[CH:22][CH:21]=[CH:20][CH:19]=1.C([O-])([O-])=O.[K+].[K+]. Product: [Br:1][C:2]1[CH:3]=[CH:4][C:5]2[O:14][C:13]3[C:12](=[O:15])[NH:11][C:10]([CH2:16][O:24][C:18]4[CH:23]=[CH:22][CH:21]=[CH:20][CH:19]=4)=[N:9][C:8]=3[C:6]=2[CH:7]=1. The catalyst class is: 3. (4) Reactant: [NH2:1][C:2]1[CH:7]=[CH:6][C:5]([C:8](=[O:10])[CH3:9])=[CH:4][CH:3]=1.C1C(=O)N([Br:18])C(=O)C1. Product: [NH2:1][C:2]1[CH:7]=[CH:6][C:5]([C:8](=[O:10])[CH3:9])=[CH:4][C:3]=1[Br:18]. The catalyst class is: 11. (5) Reactant: NC1C=CC(C2N=C(N([CH2:15][C:16]3[CH:25]=[CH:24][C:19]([C:20]([O:22]C)=O)=[CH:18][CH:17]=3)C)SC=2)=CC=1. Product: [CH:15]1([C:16]2[CH:17]=[CH:18][C:19]([CH:20]=[O:22])=[CH:24][CH:25]=2)[CH2:24][CH2:25][CH2:16][CH2:17][CH2:18]1. The catalyst class is: 7.